This data is from Clinical trial toxicity outcomes and FDA approval status for drugs. The task is: Regression/Classification. Given a drug SMILES string, predict its toxicity properties. Task type varies by dataset: regression for continuous values (e.g., LD50, hERG inhibition percentage) or binary classification for toxic/non-toxic outcomes (e.g., AMES mutagenicity, cardiotoxicity, hepatotoxicity). Dataset: clintox. (1) The molecule is CCCCC(=O)OCC(=O)[C@]1(O)Cc2c([O-])c3c(c([O-])c2[C@@H](OC2CC(NC(=O)C(F)(F)F)C(O)C(C)O2)C1)C(=O)c1c(OC)cccc1C3=O. The result is 0 (passed clinical trial). (2) The molecule is C=CC[NH2+]CCCCCC[N+](C)(C)C. The result is 0 (passed clinical trial). (3) The drug is CC(C)(C)[NH2+]CC(O)c1ccc(O)c(CO)n1. The result is 0 (passed clinical trial). (4) The result is 0 (passed clinical trial). The compound is O=C([O-])CCCc1ccccc1. (5) The molecule is CC(C)/N=c1\cc2n(-c3ccc(Cl)cc3)c3ccccc3nc-2cc1Nc1ccc(Cl)cc1. The result is 0 (passed clinical trial). (6) The compound is Cc1cccc(C)c1OCC(C)[NH3+]. The result is 0 (passed clinical trial). (7) The molecule is C[NH2+][C@@H](C)[C@@H](O)c1ccccc1. The result is 0 (passed clinical trial).